Dataset: Full USPTO retrosynthesis dataset with 1.9M reactions from patents (1976-2016). Task: Predict the reactants needed to synthesize the given product. (1) Given the product [Cl:17][C:5]1[C:4]([N+:1]([O-:3])=[O:2])=[CH:13][C:12]2[CH2:11][CH2:10][CH2:9][CH2:8][C:7]=2[N:6]=1, predict the reactants needed to synthesize it. The reactants are: [N+:1]([C:4]1[C:5](=O)[NH:6][C:7]2[CH2:8][CH2:9][CH2:10][CH2:11][C:12]=2[CH:13]=1)([O-:3])=[O:2].P(Cl)(Cl)([Cl:17])=O. (2) Given the product [C:38]([OH:40])(=[O:39])[C:37]1[CH:48]=[CH:49][CH:34]=[CH:35][CH:36]=1, predict the reactants needed to synthesize it. The reactants are: COC1C=C(CC(O)=O)C=CC=1NC(NC1C=CC=CC=1Br)=O.[N+](C1C=CC=CC=1CN[C@@H](C)CO[C:34]1[CH:49]=[CH:48][C:37]([C:38]([O:40]CC2C=CC=CC=2)=[O:39])=[CH:36][CH:35]=1)([O-])=O.C(Cl)CCl.C1C=CC2N(O)N=NC=2C=1. (3) Given the product [Br:6][C:7]1[CH:12]=[CH:11][C:10]([Br:13])=[C:9]2[C:8]=1[N:15]=[CH:1][C:2]([CH3:4])=[N:14]2, predict the reactants needed to synthesize it. The reactants are: [CH3:1][C:2]([CH:4]=O)=O.[Br:6][C:7]1[CH:12]=[CH:11][C:10]([Br:13])=[C:9]([NH2:14])[C:8]=1[NH2:15]. (4) Given the product [C:1]([O:5][C:6](=[O:17])[NH:7][C:8]1[CH:13]=[C:12]([Cl:14])[C:11]([O:15][CH2:24][CH3:25])=[C:10]([Cl:16])[CH:9]=1)([CH3:4])([CH3:2])[CH3:3], predict the reactants needed to synthesize it. The reactants are: [C:1]([O:5][C:6](=[O:17])[NH:7][C:8]1[CH:13]=[C:12]([Cl:14])[C:11]([OH:15])=[C:10]([Cl:16])[CH:9]=1)([CH3:4])([CH3:3])[CH3:2].C(=O)([O-])[O-].[K+].[K+].[CH2:24](I)[CH3:25]. (5) Given the product [CH3:1][C:2]1[C:10]2[C:5](=[CH:6][CH:7]=[C:8]([N+:11]([O-:13])=[O:12])[CH:9]=2)[N:4]([C:14]([O:16][C:17]([CH3:20])([CH3:19])[CH3:18])=[O:15])[N:3]=1, predict the reactants needed to synthesize it. The reactants are: [CH3:1][C:2]1[C:10]2[C:5](=[CH:6][CH:7]=[C:8]([N+:11]([O-:13])=[O:12])[CH:9]=2)[NH:4][N:3]=1.[C:14](O[C:14]([O:16][C:17]([CH3:20])([CH3:19])[CH3:18])=[O:15])([O:16][C:17]([CH3:20])([CH3:19])[CH3:18])=[O:15].C(N(CC)CC)C. (6) Given the product [O:49]=[C:43]1[CH:42]([N:36]2[CH2:35][C:34]3[C:38](=[CH:39][CH:40]=[C:32]([CH2:31][NH:30][C:10]([C:7]4[N:8]=[N:9][C:4]([O:3][CH2:1][CH3:2])=[CH:5][CH:6]=4)=[O:12])[CH:33]=3)[C:37]2=[O:41])[CH2:47][CH2:46][C:45](=[O:48])[NH:44]1, predict the reactants needed to synthesize it. The reactants are: [CH2:1]([O:3][C:4]1[N:9]=[N:8][C:7]([C:10]([OH:12])=O)=[CH:6][CH:5]=1)[CH3:2].C1N=CN(C(N2C=NC=C2)=O)C=1.CS(O)(=O)=O.[NH2:30][CH2:31][C:32]1[CH:33]=[C:34]2[C:38](=[CH:39][CH:40]=1)[C:37](=[O:41])[N:36]([CH:42]1[CH2:47][CH2:46][C:45](=[O:48])[NH:44][C:43]1=[O:49])[CH2:35]2.O.